This data is from Forward reaction prediction with 1.9M reactions from USPTO patents (1976-2016). The task is: Predict the product of the given reaction. (1) Given the reactants [Cl:1][C:2]1[CH:12]=[CH:11][C:5]([O:6][CH2:7][C:8](O)=[O:9])=[CH:4][CH:3]=1.C(Cl)(=O)C([Cl:16])=O.CN(C=O)C, predict the reaction product. The product is: [Cl:1][C:2]1[CH:12]=[CH:11][C:5]([O:6][CH2:7][C:8]([Cl:16])=[O:9])=[CH:4][CH:3]=1. (2) Given the reactants C([O:5][C:6]([C:8]1[CH:9]=[C:10]([C:17]([O:19][CH2:20][C:21]2[CH:26]=[CH:25][CH:24]=[CH:23][CH:22]=2)=[O:18])[N:11]2[C:16]=1[CH:15]=[CH:14][CH:13]=[CH:12]2)=[O:7])(C)(C)C.C(O)(C(F)(F)F)=O, predict the reaction product. The product is: [CH2:20]([O:19][C:17]([C:10]1[N:11]2[C:16]([CH:15]=[CH:14][CH:13]=[CH:12]2)=[C:8]([C:6]([OH:7])=[O:5])[CH:9]=1)=[O:18])[C:21]1[CH:22]=[CH:23][CH:24]=[CH:25][CH:26]=1. (3) Given the reactants I[C:2]1[C:3]2[CH2:33][NH:32][C:31](=[O:34])[C:4]=2[C:5]([NH:23][C:24]2[CH:25]=[C:26]([CH3:30])[CH:27]=[CH:28][CH:29]=2)=[N:6][C:7]=1[NH:8][C@@H:9]1[CH2:14][CH2:13][CH2:12][CH2:11][C@@H:10]1[NH:15][C:16](=[O:22])[O:17][C:18]([CH3:21])([CH3:20])[CH3:19].[C:35]([Zn]C#N)#[N:36], predict the reaction product. The product is: [C:35]([C:2]1[C:3]2[CH2:33][NH:32][C:31](=[O:34])[C:4]=2[C:5]([NH:23][C:24]2[CH:25]=[C:26]([CH3:30])[CH:27]=[CH:28][CH:29]=2)=[N:6][C:7]=1[NH:8][C@@H:9]1[CH2:14][CH2:13][CH2:12][CH2:11][C@@H:10]1[NH:15][C:16](=[O:22])[O:17][C:18]([CH3:19])([CH3:21])[CH3:20])#[N:36]. (4) The product is: [F:13][C:10]([F:11])([F:12])[S:7]([O:6][C:22]1[C:20]2[C:19](=[C:32]([C:33]([F:34])([F:35])[F:36])[CH:31]=[CH:30][CH:29]=2)[N:18]=[C:17]([CH3:16])[N:21]=1)(=[O:8])=[O:9]. Given the reactants FC(F)(F)S([O:6][S:7]([C:10]([F:13])([F:12])[F:11])(=[O:9])=[O:8])(=O)=O.[CH3:16][C:17]1[N:21]([C:22]2C=C(O)C=CC=2)[C:20]2[CH:29]=[CH:30][CH:31]=[C:32]([C:33]([F:36])([F:35])[F:34])[C:19]=2[N:18]=1.C(N(C(C)C)CC)(C)C.C(O)(=O)CC(CC(O)=O)(C(O)=O)O, predict the reaction product. (5) Given the reactants [NH:1]1[CH2:6][CH2:5][NH:4][CH2:3][CH2:2]1.[Cl:7][C:8]1[S:12][C:11](/[CH:13]=[CH:14]/[S:15](Cl)(=[O:17])=[O:16])=[CH:10][CH:9]=1, predict the reaction product. The product is: [Cl:7][C:8]1[S:12][C:11](/[CH:13]=[CH:14]/[S:15]([N:1]2[CH2:6][CH2:5][NH:4][CH2:3][CH2:2]2)(=[O:17])=[O:16])=[CH:10][CH:9]=1. (6) Given the reactants Br[C:2]1[CH:3]=[C:4]([N+:9]([O-:11])=[O:10])[C:5]([CH3:8])=[N:6][CH:7]=1.[CH2:12]([N:15]([CH3:17])[CH3:16])[C:13]#[CH:14], predict the reaction product. The product is: [CH3:16][N:15]([CH3:17])[CH2:12][C:13]#[C:14][C:2]1[CH:7]=[N:6][C:5]([CH3:8])=[C:4]([N+:9]([O-:11])=[O:10])[CH:3]=1. (7) Given the reactants [CH3:1][O:2][C:3]1[N:8]2[N:9]=[C:10]([C:12]([F:15])([F:14])[F:13])[N:11]=[C:7]2[C:6]([C:16](=O)[C:17]([CH3:23])([CH3:22])[C:18]([O:20]C)=O)=[CH:5][CH:4]=1.C(OC(C)(C)C)(=O)[NH:26][NH2:27].C1(C)C=CC(S([O-])(=O)=O)=CC=1.[NH+]1C=CC=CC=1.O, predict the reaction product. The product is: [CH3:1][O:2][C:3]1[N:8]2[N:9]=[C:10]([C:12]([F:14])([F:15])[F:13])[N:11]=[C:7]2[C:6]([C:16]2[C:17]([CH3:22])([CH3:23])[C:18](=[O:20])[NH:27][N:26]=2)=[CH:5][CH:4]=1. (8) Given the reactants [C:1]([C:3]1[CH:19]=[CH:18][C:6]([C:7]([CH:9]([CH2:15][CH:16]=O)[C:10]([O:12][CH2:13][CH3:14])=[O:11])=O)=[C:5]([CH3:20])[CH:4]=1)#[N:2].[Cl:21][C:22]1[CH:28]=[CH:27][C:25]([NH2:26])=[C:24]([O:29][CH3:30])[CH:23]=1.CC1C=CC(S([O-])(=O)=O)=CC=1.C1C=C[NH+]=CC=1, predict the reaction product. The product is: [Cl:21][C:22]1[CH:28]=[CH:27][C:25]([N:26]2[CH:16]=[CH:15][C:9]([C:10]([O:12][CH2:13][CH3:14])=[O:11])=[C:7]2[C:6]2[CH:18]=[CH:19][C:3]([C:1]#[N:2])=[CH:4][C:5]=2[CH3:20])=[C:24]([O:29][CH3:30])[CH:23]=1. (9) The product is: [CH3:20][C:17]1[CH:18]=[CH:19][C:12]([N:10]2[CH2:9][CH2:8][C:4]3[N:5]=[CH:6][N:7]=[C:2]([NH:33][CH:31]([C:27]4[CH:26]=[C:25]5[C:30](=[CH:29][CH:28]=4)[N:21]=[CH:22][CH:23]=[N:24]5)[CH3:32])[C:3]=3[CH2:11]2)=[C:13]([CH:16]=1)[C:14]#[N:15]. Given the reactants Cl[C:2]1[C:3]2[CH2:11][N:10]([C:12]3[CH:19]=[CH:18][C:17]([CH3:20])=[CH:16][C:13]=3[C:14]#[N:15])[CH2:9][CH2:8][C:4]=2[N:5]=[CH:6][N:7]=1.[N:21]1[C:30]2[C:25](=[CH:26][C:27]([CH:31]([NH2:33])[CH3:32])=[CH:28][CH:29]=2)[N:24]=[CH:23][CH:22]=1.C(N(CC)C(C)C)(C)C, predict the reaction product. (10) Given the reactants [Cl:1][C:2]1[CH:7]=[CH:6][C:5]([N:8]2[C:16]([NH:17][CH:18]3[CH2:23][CH2:22][CH2:21][CH2:20][CH2:19]3)=[C:15]3[C:10]([CH:11]=[CH:12][CH:13]=[CH:14]3)=[N:9]2)=[CH:4][CH:3]=1.[CH2:24]([O:26][C:27](=[O:39])[CH2:28][C:29]1[CH:34]=[CH:33][C:32]([N:35]=[C:36]=[O:37])=[C:31]([Cl:38])[CH:30]=1)[CH3:25].CCN(CC)CC, predict the reaction product. The product is: [CH2:24]([O:26][C:27](=[O:39])[CH2:28][C:29]1[CH:34]=[CH:33][C:32]([NH:35][C:36]([N:17]([C:16]2[N:8]([C:5]3[CH:6]=[CH:7][C:2]([Cl:1])=[CH:3][CH:4]=3)[N:9]=[C:10]3[C:15]=2[CH:14]=[CH:13][CH:12]=[CH:11]3)[CH:18]2[CH2:23][CH2:22][CH2:21][CH2:20][CH2:19]2)=[O:37])=[C:31]([Cl:38])[CH:30]=1)[CH3:25].